From a dataset of Full USPTO retrosynthesis dataset with 1.9M reactions from patents (1976-2016). Predict the reactants needed to synthesize the given product. (1) The reactants are: [Cl:1][C:2]1[CH:3]=[C:4]([CH:9]=[CH:10][CH:11]=1)[C:5](Cl)=[N:6][OH:7].[CH3:12][CH:13]([OH:16])[C:14]#[CH:15].C(N(CC)CC)C. Given the product [Cl:1][C:2]1[CH:3]=[C:4]([C:5]2[CH:15]=[C:14]([CH:13]([OH:16])[CH3:12])[O:7][N:6]=2)[CH:9]=[CH:10][CH:11]=1, predict the reactants needed to synthesize it. (2) Given the product [C:28]([O:27][C:26]([NH:25][C@H:10]1[C@H:11]([O:17][Si:18]([C:21]([CH3:24])([CH3:22])[CH3:23])([CH3:20])[CH3:19])[C@@H:12]([CH:14]2[CH2:16][CH2:15]2)[CH2:13][N:8]([C:7]2[CH:6]=[CH:5][N:4]=[CH:3][C:2]=2[NH:1][C:53]([C:42]2[C:43]3=[N:44][CH:45]=[C:46]([CH:50]([CH3:52])[CH3:51])[CH:47]=[C:48]3[O:49][C:41]=2[NH:40][C:38](=[O:39])[O:37][C:33]([CH3:34])([CH3:36])[CH3:35])=[O:54])[CH2:9]1)=[O:32])([CH3:31])([CH3:30])[CH3:29], predict the reactants needed to synthesize it. The reactants are: [NH2:1][C:2]1[CH:3]=[N:4][CH:5]=[CH:6][C:7]=1[N:8]1[CH2:13][C@H:12]([CH:14]2[CH2:16][CH2:15]2)[C@@H:11]([O:17][Si:18]([C:21]([CH3:24])([CH3:23])[CH3:22])([CH3:20])[CH3:19])[C@H:10]([NH:25][C:26](=[O:32])[O:27][C:28]([CH3:31])([CH3:30])[CH3:29])[CH2:9]1.[C:33]([O:37][C:38]([NH:40][C:41]1[O:49][C:48]2[C:43](=[N:44][CH:45]=[C:46]([CH:50]([CH3:52])[CH3:51])[CH:47]=2)[C:42]=1[C:53](O)=[O:54])=[O:39])([CH3:36])([CH3:35])[CH3:34].CCN(C(C)C)C(C)C.CN(C(ON1N=NC2C=CC=NC1=2)=[N+](C)C)C.F[P-](F)(F)(F)(F)F. (3) Given the product [F:1][C:2]1[CH:7]=[CH:6][C:5]([C:22]2[CH:27]=[N:26][NH:25][C:24](=[O:28])[CH:23]=2)=[CH:4][C:3]=1[C:17]([F:18])([F:19])[F:20], predict the reactants needed to synthesize it. The reactants are: [F:1][C:2]1[CH:7]=[CH:6][C:5](B2OC(C)(C)C(C)(C)O2)=[CH:4][C:3]=1[C:17]([F:20])([F:19])[F:18].Cl[C:22]1[CH:27]=[N:26][NH:25][C:24](=[O:28])[CH:23]=1. (4) Given the product [F:24][C:15]1[CH:14]=[C:13]([NH:12][C:10]2[N:11]=[C:6]([O:5][C:4]3[CH:3]=[C:2]([NH:1][C:40](=[O:43])[CH:41]=[CH2:42])[CH:30]=[CH:29][CH:28]=3)[C:7]3[CH:27]=[CH:26][NH:25][C:8]=3[N:9]=2)[CH:18]=[CH:17][C:16]=1[O:19][CH2:20][CH2:21][O:22][CH3:23], predict the reactants needed to synthesize it. The reactants are: [NH2:1][C:2]1[CH:3]=[C:4]([CH:28]=[CH:29][CH:30]=1)[O:5][C:6]1[C:7]2[CH:27]=[CH:26][NH:25][C:8]=2[N:9]=[C:10]([NH:12][C:13]2[CH:18]=[CH:17][C:16]([O:19][CH2:20][CH2:21][O:22][CH3:23])=[C:15]([F:24])[CH:14]=2)[N:11]=1.CCN(C(C)C)C(C)C.[C:40](Cl)(=[O:43])[CH:41]=[CH2:42].[OH-].[Na+]. (5) Given the product [O:1]=[C:2]1[C@@H:6]2[CH2:7][N:8]([C:10]3[N:11]=[C:12]([C:31]4[O:32][C:33]([C:36]5[CH:41]=[CH:40][CH:39]=[CH:38][CH:37]=5)=[N:34][N:35]=4)[C:13]([N:16]([C:24]([O:26][C:27]([CH3:30])([CH3:29])[CH3:28])=[O:25])[C:17](=[O:23])[O:18][C:19]([CH3:20])([CH3:21])[CH3:22])=[N:14][CH:15]=3)[CH2:9][C@@H:5]2[CH2:4][CH2:3]1, predict the reactants needed to synthesize it. The reactants are: [OH:1][CH:2]1[C@@H:6]2[CH2:7][N:8]([C:10]3[N:11]=[C:12]([C:31]4[O:32][C:33]([C:36]5[CH:41]=[CH:40][CH:39]=[CH:38][CH:37]=5)=[N:34][N:35]=4)[C:13]([N:16]([C:24]([O:26][C:27]([CH3:30])([CH3:29])[CH3:28])=[O:25])[C:17](=[O:23])[O:18][C:19]([CH3:22])([CH3:21])[CH3:20])=[N:14][CH:15]=3)[CH2:9][C@@H:5]2[CH2:4][CH2:3]1.CC(OI1(OC(C)=O)(OC(C)=O)OC(=O)C2C=CC=CC1=2)=O.